Dataset: Full USPTO retrosynthesis dataset with 1.9M reactions from patents (1976-2016). Task: Predict the reactants needed to synthesize the given product. (1) The reactants are: B(Br)(Br)Br.C[O:6][C:7]1[C:12]2[O:13][CH:14]([CH3:18])[C:15](=[O:17])[NH:16][C:11]=2[CH:10]=[C:9]([CH:19]=[O:20])[CH:8]=1. Given the product [OH:6][C:7]1[C:12]2[O:13][CH:14]([CH3:18])[C:15](=[O:17])[NH:16][C:11]=2[CH:10]=[C:9]([CH:19]=[O:20])[CH:8]=1, predict the reactants needed to synthesize it. (2) Given the product [Cl:1][C:2]1[C:10]([Cl:11])=[CH:9][CH:8]=[CH:7][C:3]=1[C:4]([NH:29][CH2:28][C:20]1([C:17]2[CH:16]=[N:15][C:14]([CH:13]([F:30])[F:12])=[N:19][CH:18]=2)[CH2:25][CH2:24][C:23]([F:26])([F:27])[CH2:22][CH2:21]1)=[O:6], predict the reactants needed to synthesize it. The reactants are: [Cl:1][C:2]1[C:10]([Cl:11])=[CH:9][CH:8]=[CH:7][C:3]=1[C:4]([OH:6])=O.[F:12][CH:13]([F:30])[C:14]1[N:19]=[CH:18][C:17]([C:20]2([CH2:28][NH2:29])[CH2:25][CH2:24][C:23]([F:27])([F:26])[CH2:22][CH2:21]2)=[CH:16][N:15]=1. (3) Given the product [C:1]1([CH2:7][CH2:8]/[CH:9]=[CH:10]/[CH:11]=[CH:12]/[CH2:13][NH2:14])[CH:6]=[CH:5][CH:4]=[CH:3][CH:2]=1, predict the reactants needed to synthesize it. The reactants are: [C:1]1([CH2:7][CH2:8]/[CH:9]=[CH:10]/[CH:11]=[CH:12]/[CH2:13][NH:14]C(=O)OC(C)(C)C)[CH:6]=[CH:5][CH:4]=[CH:3][CH:2]=1. (4) Given the product [NH3:4].[CH3:23][O:22][C:15]1[N:14]=[C:13]([O:1][CH2:2][CH2:3][N:4]2[CH2:9][CH2:8][O:7][CH2:6][CH2:5]2)[C:18]([N+:19]([O-:21])=[O:20])=[CH:17][CH:16]=1, predict the reactants needed to synthesize it. The reactants are: [OH:1][CH2:2][CH2:3][N:4]1[CH2:9][CH2:8][O:7][CH2:6][CH2:5]1.[H-].[Na+].Cl[C:13]1[C:18]([N+:19]([O-:21])=[O:20])=[CH:17][CH:16]=[C:15]([O:22][CH3:23])[N:14]=1. (5) Given the product [S:23]1[C:19]2[CH:18]=[CH:17][C:7]([CH2:9][C:10]([OH:12])=[O:11])=[CH:24][C:20]=2[CH:21]=[CH:22]1, predict the reactants needed to synthesize it. The reactants are: CC(C)([O-])C.[K+].[C:7]([CH2:9][C:10]([O:12]CC)=[O:11])#N.BrC1[CH:17]=[CH:18][C:19]2[S:23][CH:22]=[CH:21][C:20]=2[CH:24]=1.[OH-].[Na+]. (6) Given the product [C:32]1([P:7]([C:1]2[CH:2]=[CH:3][CH:4]=[CH:5][CH:6]=2)[C:9]2[C:17]([CH3:18])=[C:16]3[C:12]([CH2:13][CH2:14][CH2:15]3)=[C:11]([CH3:19])[C:10]=2[C:20]2[C:29]3[C:24](=[CH:25][CH:26]=[CH:27][CH:28]=3)[CH:23]=[CH:22][C:21]=2[O:30][CH3:31])[CH:33]=[CH:34][CH:35]=[CH:36][CH:37]=1, predict the reactants needed to synthesize it. The reactants are: [C:1]1([P:7]([C:32]2[CH:37]=[CH:36][CH:35]=[CH:34][CH:33]=2)([C:9]2[C:17]([CH3:18])=[C:16]3[C:12]([CH2:13][CH2:14][CH2:15]3)=[C:11]([CH3:19])[C:10]=2[C:20]2[C:29]3[C:24](=[CH:25][CH:26]=[CH:27][CH:28]=3)[CH:23]=[CH:22][C:21]=2[O:30][CH3:31])=O)[CH:6]=[CH:5][CH:4]=[CH:3][CH:2]=1.C(N(CC)CC)C.C1C2C(=CC=CC=2)C=CC=1.Cl[SiH](Cl)Cl.C(=O)(O)[O-].[Na+].